From a dataset of NCI-60 drug combinations with 297,098 pairs across 59 cell lines. Regression. Given two drug SMILES strings and cell line genomic features, predict the synergy score measuring deviation from expected non-interaction effect. (1) Drug 1: CCC1=CC2CC(C3=C(CN(C2)C1)C4=CC=CC=C4N3)(C5=C(C=C6C(=C5)C78CCN9C7C(C=CC9)(C(C(C8N6C)(C(=O)OC)O)OC(=O)C)CC)OC)C(=O)OC.C(C(C(=O)O)O)(C(=O)O)O. Drug 2: C1CCC(C(C1)N)N.C(=O)(C(=O)[O-])[O-].[Pt+4]. Cell line: SF-539. Synergy scores: CSS=47.4, Synergy_ZIP=-2.21, Synergy_Bliss=-0.742, Synergy_Loewe=0.629, Synergy_HSA=1.52. (2) Drug 1: C1=NC2=C(N1)C(=S)N=CN2. Drug 2: N.N.Cl[Pt+2]Cl. Cell line: SW-620. Synergy scores: CSS=27.2, Synergy_ZIP=-9.69, Synergy_Bliss=-11.1, Synergy_Loewe=-27.1, Synergy_HSA=-5.95. (3) Drug 1: CC12CCC3C(C1CCC2=O)CC(=C)C4=CC(=O)C=CC34C. Drug 2: CC1C(C(CC(O1)OC2CC(OC(C2O)C)OC3=CC4=CC5=C(C(=O)C(C(C5)C(C(=O)C(C(C)O)O)OC)OC6CC(C(C(O6)C)O)OC7CC(C(C(O7)C)O)OC8CC(C(C(O8)C)O)(C)O)C(=C4C(=C3C)O)O)O)O. Cell line: SF-295. Synergy scores: CSS=37.5, Synergy_ZIP=-4.29, Synergy_Bliss=-6.04, Synergy_Loewe=-5.67, Synergy_HSA=-5.82. (4) Drug 1: CC1=C2C(C(=O)C3(C(CC4C(C3C(C(C2(C)C)(CC1OC(=O)C(C(C5=CC=CC=C5)NC(=O)OC(C)(C)C)O)O)OC(=O)C6=CC=CC=C6)(CO4)OC(=O)C)O)C)O. Drug 2: C1=CC=C(C(=C1)C(C2=CC=C(C=C2)Cl)C(Cl)Cl)Cl. Cell line: SK-OV-3. Synergy scores: CSS=22.8, Synergy_ZIP=2.31, Synergy_Bliss=6.15, Synergy_Loewe=-0.575, Synergy_HSA=7.32. (5) Drug 1: C1CN1P(=S)(N2CC2)N3CC3. Drug 2: C1=CC=C(C(=C1)C(C2=CC=C(C=C2)Cl)C(Cl)Cl)Cl. Cell line: SK-OV-3. Synergy scores: CSS=8.90, Synergy_ZIP=-1.83, Synergy_Bliss=0.372, Synergy_Loewe=-1.45, Synergy_HSA=-1.67. (6) Drug 1: CS(=O)(=O)C1=CC(=C(C=C1)C(=O)NC2=CC(=C(C=C2)Cl)C3=CC=CC=N3)Cl. Drug 2: C1CCC(CC1)NC(=O)N(CCCl)N=O. Cell line: OVCAR-5. Synergy scores: CSS=21.2, Synergy_ZIP=-2.81, Synergy_Bliss=3.39, Synergy_Loewe=2.69, Synergy_HSA=3.29. (7) Synergy scores: CSS=32.2, Synergy_ZIP=-5.69, Synergy_Bliss=4.49, Synergy_Loewe=-49.1, Synergy_HSA=3.53. Drug 2: CC1=C(C=C(C=C1)NC(=O)C2=CC=C(C=C2)CN3CCN(CC3)C)NC4=NC=CC(=N4)C5=CN=CC=C5. Cell line: IGROV1. Drug 1: CC1C(C(CC(O1)OC2CC(CC3=C2C(=C4C(=C3O)C(=O)C5=C(C4=O)C(=CC=C5)OC)O)(C(=O)C)O)N)O.Cl. (8) Drug 1: CS(=O)(=O)C1=CC(=C(C=C1)C(=O)NC2=CC(=C(C=C2)Cl)C3=CC=CC=N3)Cl. Drug 2: CN(CCCl)CCCl.Cl. Cell line: U251. Synergy scores: CSS=21.5, Synergy_ZIP=-6.96, Synergy_Bliss=-0.972, Synergy_Loewe=-8.86, Synergy_HSA=-0.319. (9) Drug 1: CC1CCC2CC(C(=CC=CC=CC(CC(C(=O)C(C(C(=CC(C(=O)CC(OC(=O)C3CCCCN3C(=O)C(=O)C1(O2)O)C(C)CC4CCC(C(C4)OC)O)C)C)O)OC)C)C)C)OC. Drug 2: CC1=C(C(=O)C2=C(C1=O)N3CC4C(C3(C2COC(=O)N)OC)N4)N. Cell line: SK-MEL-5. Synergy scores: CSS=50.9, Synergy_ZIP=-1.63, Synergy_Bliss=0.314, Synergy_Loewe=-0.408, Synergy_HSA=2.72. (10) Drug 1: CC1C(C(CC(O1)OC2CC(CC3=C2C(=C4C(=C3O)C(=O)C5=C(C4=O)C(=CC=C5)OC)O)(C(=O)C)O)N)O.Cl. Drug 2: C1CCC(CC1)NC(=O)N(CCCl)N=O. Cell line: KM12. Synergy scores: CSS=39.5, Synergy_ZIP=-5.64, Synergy_Bliss=-2.97, Synergy_Loewe=5.08, Synergy_HSA=6.01.